From a dataset of Reaction yield outcomes from USPTO patents with 853,638 reactions. Predict the reaction yield, written as a fraction of the theoretical maximum amount of product (1.0 means a 100% yield; for example, 0.34 means a 34% yield). (1) The reactants are [CH2:1]([O:3][CH:4]([CH2:9][C:10]1[CH:15]=[CH:14][CH:13]=[C:12]([NH2:16])[CH:11]=1)[C:5]([O:7][CH3:8])=[O:6])[CH3:2].C([O-])([O-])=O.[Na+].[Na+].[C:23]([O:26][CH2:27][CH3:28])(=O)[CH3:24]. The catalyst is CN(C=O)C. The product is [O:26]1[CH2:27][CH2:28][N:16]([CH2:12][CH2:13][CH2:14][NH:16][C:12]2[CH:11]=[C:10]([CH2:9][CH:4]([O:3][CH2:1][CH3:2])[C:5]([O:7][CH3:8])=[O:6])[CH:15]=[CH:14][CH:13]=2)[C:24]2[CH:5]=[CH:4][CH:9]=[CH:10][C:23]1=2. The yield is 0.860. (2) The reactants are [N:1]1[C:10]2[CH:9]=[CH:8][CH:7]=[C:6]([C:11]([OH:13])=O)[C:5]=2[CH:4]=[CH:3][CH:2]=1.N1C2C=CC=C(C(Cl)=O)C=2C=CC=1.[CH3:27][O:28][CH2:29][CH2:30][N:31]1[C:35]([CH3:36])=[C:34]([CH3:37])[S:33][C:32]1=[NH:38].CCN(CC)CC. The catalyst is C1COCC1. The product is [CH3:27][O:28][CH2:29][CH2:30][N:31]1[C:35]([CH3:36])=[C:34]([CH3:37])[S:33]/[C:32]/1=[N:38]\[C:11]([C:6]1[C:5]2[CH:4]=[CH:3][CH:2]=[N:1][C:10]=2[CH:9]=[CH:8][CH:7]=1)=[O:13]. The yield is 0.490. (3) The reactants are [NH2:1][C:2](=O)[CH2:3][N:4]1[C:9](=[N:10]S(C2C=CC(C)=CC=2)(=O)=O)[CH:8]=[CH:7][C:6]([O:21][C:22]2[CH:27]=[CH:26][C:25]([NH:28][C:29](=[O:38])[O:30][CH2:31][C:32]3[CH:37]=[CH:36][CH:35]=[CH:34][CH:33]=3)=[C:24]([F:39])[CH:23]=2)=[CH:5]1.FC(F)(F)C(OC(=O)C(F)(F)F)=O. The catalyst is O1CCCC1. The product is [NH2:1][C:2]1[N:10]=[C:9]2[CH:8]=[CH:7][C:6]([O:21][C:22]3[CH:27]=[CH:26][C:25]([NH:28][C:29](=[O:38])[O:30][CH2:31][C:32]4[CH:33]=[CH:34][CH:35]=[CH:36][CH:37]=4)=[C:24]([F:39])[CH:23]=3)=[CH:5][N:4]2[CH:3]=1. The yield is 0.510. (4) The reactants are [F:1][C:2]1[CH:11]=[C:10]2[C:5]([C:6]([OH:12])=[N:7][CH:8]=[N:9]2)=[CH:4][CH:3]=1.[N+:13]([O-])([OH:15])=[O:14]. The catalyst is OS(O)(=O)=O. The product is [F:1][C:2]1[CH:11]=[C:10]2[C:5]([C:6]([OH:12])=[N:7][CH:8]=[N:9]2)=[CH:4][C:3]=1[N+:13]([O-:15])=[O:14]. The yield is 0.380. (5) The catalyst is CO. The product is [NH2:1][C:2]1[CH:7]=[CH:6][C:5]([S:8]([N:11]=[C:12]([N:15]2[N:19]=[CH:18][C:17]3([CH2:23][CH2:22][CH2:21][CH2:20]3)[CH2:16]2)[NH:27][CH2:25][CH3:26])(=[O:10])=[O:9])=[CH:4][C:3]=1[F:24]. The yield is 0.330. The reactants are [NH2:1][C:2]1[CH:7]=[CH:6][C:5]([S:8]([N:11]=[C:12]([N:15]2[N:19]=[CH:18][C:17]3([CH2:23][CH2:22][CH2:21][CH2:20]3)[CH2:16]2)SC)(=[O:10])=[O:9])=[CH:4][C:3]=1[F:24].[CH2:25]([NH2:27])[CH3:26].O. (6) The reactants are [CH3:1][S:2](Cl)(=[O:4])=[O:3].[Br:6][C:7]1[CH:8]=[C:9]([C:13]2([C:21]3[CH:26]=[CH:25][CH:24]=[C:23]([OH:27])[CH:22]=3)[NH:17][C:16](=[S:18])[N:15]([CH3:19])[C:14]2=[O:20])[CH:10]=[CH:11][CH:12]=1.C(N(CC)CC)C. The catalyst is ClCCl. The product is [CH3:1][S:2]([O:27][C:23]1[CH:24]=[CH:25][CH:26]=[C:21]([C:13]2([C:9]3[CH:10]=[CH:11][CH:12]=[C:7]([Br:6])[CH:8]=3)[C:14](=[O:20])[N:15]([CH3:19])[C:16](=[S:18])[NH:17]2)[CH:22]=1)(=[O:4])=[O:3]. The yield is 0.620. (7) The reactants are [C:9](O[C:9]([O:11][C:12]([CH3:15])([CH3:14])[CH3:13])=[O:10])([O:11][C:12]([CH3:15])([CH3:14])[CH3:13])=[O:10].[NH2:16][C@@H:17]1[CH2:21][CH2:20][C@H:19]([OH:22])[CH2:18]1.C(N(CC)CC)C. The catalyst is ClCCl. The product is [OH:22][C@H:19]1[CH2:20][CH2:21][C@@H:17]([NH:16][C:9](=[O:10])[O:11][C:12]([CH3:13])([CH3:14])[CH3:15])[CH2:18]1. The yield is 0.950. (8) The reactants are [C:1]([C:3]([C:6]1[CH:7]=[C:8]([CH:19]=[CH:20][CH:21]=1)[C:9]([NH:11][C:12]1[CH:17]=[CH:16][CH:15]=[C:14]([OH:18])[CH:13]=1)=[O:10])([CH3:5])[CH3:4])#[N:2].F[C:23]1[CH:29]=[CH:28][C:26]([NH2:27])=[CH:25][C:24]=1[N+:30]([O-:32])=[O:31].C(=O)([O-])[O-].[Cs+].[Cs+]. The catalyst is CN(C)C=O. The product is [NH2:27][C:26]1[CH:28]=[CH:29][C:23]([O:18][C:14]2[CH:13]=[C:12]([NH:11][C:9](=[O:10])[C:8]3[CH:19]=[CH:20][CH:21]=[C:6]([C:3]([C:1]#[N:2])([CH3:5])[CH3:4])[CH:7]=3)[CH:17]=[CH:16][CH:15]=2)=[C:24]([N+:30]([O-:32])=[O:31])[CH:25]=1. The yield is 0.820. (9) The reactants are [CH2:1]([N:8]([CH2:28][C:29]1[CH:34]=[CH:33][C:32]([O:35][CH3:36])=[CH:31][CH:30]=1)[S:9]([C:12]1[CH:27]=[CH:26][C:15]([C:16]([O:18]CC2C=CC=CC=2)=[O:17])=[CH:14][CH:13]=1)(=[O:11])=[O:10])[C:2]1[CH:7]=[CH:6][CH:5]=[CH:4][CH:3]=1.[OH-].[Na+].Cl. The catalyst is C1COCC1.CO. The product is [CH2:1]([N:8]([CH2:28][C:29]1[CH:34]=[CH:33][C:32]([O:35][CH3:36])=[CH:31][CH:30]=1)[S:9]([C:12]1[CH:27]=[CH:26][C:15]([C:16]([OH:18])=[O:17])=[CH:14][CH:13]=1)(=[O:11])=[O:10])[C:2]1[CH:7]=[CH:6][CH:5]=[CH:4][CH:3]=1. The yield is 0.420.